From a dataset of Full USPTO retrosynthesis dataset with 1.9M reactions from patents (1976-2016). Predict the reactants needed to synthesize the given product. (1) Given the product [Br:10][C:11]1[N:12]=[C:13]([NH:7][CH2:6][C:5]2[CH:8]=[CH:9][C:2]([Cl:1])=[CH:3][CH:4]=2)[CH:14]=[CH:15][CH:16]=1, predict the reactants needed to synthesize it. The reactants are: [Cl:1][C:2]1[CH:9]=[CH:8][C:5]([CH2:6][NH2:7])=[CH:4][CH:3]=1.[Br:10][C:11]1[CH:16]=[CH:15][CH:14]=[C:13](Br)[N:12]=1. (2) The reactants are: [Cl:1][C:2]1[N:3]=[CH:4][C:5]([C:8]([OH:10])=O)=[N:6][CH:7]=1.[CH2:11]([NH:13][CH3:14])[CH3:12]. Given the product [Cl:1][C:2]1[N:3]=[CH:4][C:5]([C:8]([N:13]([CH2:11][CH3:12])[CH3:14])=[O:10])=[N:6][CH:7]=1, predict the reactants needed to synthesize it.